Dataset: Catalyst prediction with 721,799 reactions and 888 catalyst types from USPTO. Task: Predict which catalyst facilitates the given reaction. (1) Reactant: C[O:2][C:3]([C:5]1[C:10]([C:11]([O:13]C)=[O:12])=[CH:9][CH:8]=[C:7]([CH:15]2[CH2:17][CH2:16]2)[N:6]=1)=[O:4].[OH-].[K+].Cl.[Cl-].[K+]. Product: [CH:15]1([C:7]2[N:6]=[C:5]([C:3]([OH:4])=[O:2])[C:10]([C:11]([OH:13])=[O:12])=[CH:9][CH:8]=2)[CH2:16][CH2:17]1. The catalyst class is: 24. (2) Reactant: [N:1]1([C:9]([O:11][C:12]([CH3:15])([CH3:14])[CH3:13])=[O:10])[CH2:8][CH2:7][CH2:6][C@H:2]1[C:3](O)=[O:4].C(N(C(C)C)CC)(C)C. Product: [CH:3]([C@@H:2]1[CH2:6][CH2:7][CH2:8][N:1]1[C:9]([O:11][C:12]([CH3:15])([CH3:14])[CH3:13])=[O:10])=[O:4]. The catalyst class is: 10. (3) Reactant: Cl.[CH3:2][O:3][C:4]1[CH:5]=[C:6]2[C:11](=[C:12]3[CH2:16][C:15]([CH3:18])([CH3:17])[O:14][C:13]=13)[C:10]([C:19]1[CH:20]=[C:21]([CH:25]=[CH:26][CH:27]=1)[C:22](Cl)=[O:23])=[N:9][C:8]([CH3:29])([CH3:28])[CH2:7]2.[NH2:30][CH2:31][C:32]1[CH:37]=[CH:36][N:35]=[CH:34][CH:33]=1.C(N(CC)CC)C.C(=O)([O-])O.[Na+]. Product: [N:35]1[CH:36]=[CH:37][C:32]([CH2:31][NH:30][C:22](=[O:23])[C:21]2[CH:25]=[CH:26][CH:27]=[C:19]([C:10]3[C:11]4[C:6](=[CH:5][C:4]([O:3][CH3:2])=[C:13]5[O:14][C:15]([CH3:17])([CH3:18])[CH2:16][C:12]5=4)[CH2:7][C:8]([CH3:28])([CH3:29])[N:9]=3)[CH:20]=2)=[CH:33][CH:34]=1. The catalyst class is: 9. (4) Reactant: CCCC[N+](CCCC)(CCCC)CCCC.[F-].[CH:19]1([C@H:25]([CH3:48])[C:26]([N:28]([CH3:47])[CH2:29][C:30](=[O:46])[C:31]2[N:32](S(C3C=CC(C)=CC=3)(=O)=O)[CH:33]=[CH:34][CH:35]=2)=[O:27])[CH2:24][CH2:23][CH2:22][CH2:21][CH2:20]1.O. Product: [CH:19]1([C@H:25]([CH3:48])[C:26]([N:28]([CH3:47])[CH2:29][C:30](=[O:46])[C:31]2[NH:32][CH:33]=[CH:34][CH:35]=2)=[O:27])[CH2:24][CH2:23][CH2:22][CH2:21][CH2:20]1. The catalyst class is: 1. (5) The catalyst class is: 687. Product: [CH3:1][O:2][C:3](=[O:22])[C:4]1[CH:5]=[CH:6][C:7]([CH2:10][NH:11][C:12]2[CH:17]=[CH:16][C:15]([CH3:18])=[CH:14][C:13]=2[NH2:19])=[CH:8][CH:9]=1. Reactant: [CH3:1][O:2][C:3](=[O:22])[C:4]1[CH:9]=[CH:8][C:7]([CH2:10][NH:11][C:12]2[CH:17]=[CH:16][C:15]([CH3:18])=[CH:14][C:13]=2[N+:19]([O-])=O)=[CH:6][CH:5]=1.O.NN. (6) Reactant: C(OC([N:8]1[CH2:16][C:15]2[C:10](=[CH:11][CH:12]=[C:13]([CH:17]=[CH:18][C:19]([O:21][CH3:22])=[O:20])[CH:14]=2)[CH2:9]1)=O)(C)(C)C.FC(F)(F)C(O)=O.C(=O)([O-])O.[Na+]. Product: [CH3:22][O:21][C:19](=[O:20])/[CH:18]=[CH:17]/[C:13]1[CH:14]=[C:15]2[C:10](=[CH:11][CH:12]=1)[CH2:9][NH:8][CH2:16]2. The catalyst class is: 2. (7) Reactant: CN(C(ON1N=NC2C=CC=NC1=2)=[N+](C)C)C.F[P-](F)(F)(F)(F)F.[C:25]([O:29][C:30]([NH:32][C:33]1[CH:41]=[C:40]([O:42][CH3:43])[C:36]([C:37]([OH:39])=O)=[C:35]([O:44][CH3:45])[CH:34]=1)=[O:31])([CH3:28])([CH3:27])[CH3:26].[O:46]1[CH2:51][CH2:50][N:49]([CH2:52][CH2:53][CH2:54][NH2:55])[CH2:48][CH2:47]1.CCN(C(C)C)C(C)C. Product: [CH3:43][O:42][C:40]1[CH:41]=[C:33]([NH:32][C:30](=[O:31])[O:29][C:25]([CH3:26])([CH3:27])[CH3:28])[CH:34]=[C:35]([O:44][CH3:45])[C:36]=1[C:37](=[O:39])[NH:55][CH2:54][CH2:53][CH2:52][N:49]1[CH2:50][CH2:51][O:46][CH2:47][CH2:48]1. The catalyst class is: 2. (8) Reactant: [CH3:1][O:2][CH2:3][CH2:4][O:5][CH2:6][CH2:7][N:8]1[C:20]2[CH:19]=[CH:18][C:17](/[CH:21]=[CH:22]/[C:23]3[C:24]4[C:29]([N:30]=[C:31]5[C:36]=3[CH:35]=[CH:34][CH:33]=[CH:32]5)=[CH:28][CH:27]=[CH:26][CH:25]=4)=[CH:16][C:15]=2[C:14]2[C:9]1=[CH:10][CH:11]=[CH:12][CH:13]=2.[CH3:37][I:38]. Product: [I-:38].[CH3:1][O:2][CH2:3][CH2:4][O:5][CH2:6][CH2:7][N:8]1[C:20]2[CH:19]=[CH:18][C:17](/[CH:21]=[CH:22]/[C:23]3[C:36]4[C:31]([N+:30]([CH3:37])=[C:29]5[C:24]=3[CH:25]=[CH:26][CH:27]=[CH:28]5)=[CH:32][CH:33]=[CH:34][CH:35]=4)=[CH:16][C:15]=2[C:14]2[C:9]1=[CH:10][CH:11]=[CH:12][CH:13]=2. The catalyst class is: 10. (9) Reactant: NN.[CH:3]([N:16]1[CH2:21][C@@H:20]([CH3:22])[N:19]([CH2:23][CH2:24][CH2:25][N:26]2C(=O)C3C(=CC=CC=3)C2=O)[C@@H:18]([CH3:37])[CH2:17]1)([C:10]1[CH:15]=[CH:14][CH:13]=[CH:12][CH:11]=1)[C:4]1[CH:9]=[CH:8][CH:7]=[CH:6][CH:5]=1. Product: [CH:3]([N:16]1[CH2:17][C@@H:18]([CH3:37])[N:19]([CH2:23][CH2:24][CH2:25][NH2:26])[C@@H:20]([CH3:22])[CH2:21]1)([C:4]1[CH:9]=[CH:8][CH:7]=[CH:6][CH:5]=1)[C:10]1[CH:15]=[CH:14][CH:13]=[CH:12][CH:11]=1. The catalyst class is: 8.